From a dataset of Full USPTO retrosynthesis dataset with 1.9M reactions from patents (1976-2016). Predict the reactants needed to synthesize the given product. Given the product [Cl:1][C:2]1[CH:3]=[CH:4][C:5]([C:8]2[C:17]3[C:12](=[CH:13][CH:14]=[C:15]([C:18]([NH:26][C:30]4[CH:31]=[CH:32][CH:33]=[CH:34][CH:29]=4)=[O:19])[CH:16]=3)[CH:11]=[N:10][CH:9]=2)=[CH:6][CH:7]=1, predict the reactants needed to synthesize it. The reactants are: [Cl:1][C:2]1[CH:7]=[CH:6][C:5]([C:8]2[C:17]3[C:12](=[CH:13][CH:14]=[C:15]([C:18](O)=[O:19])[CH:16]=3)[CH:11]=[N:10][CH:9]=2)=[CH:4][CH:3]=1.F[B-](F)(F)F.[N:26]1(OC(N(C)C)=[N+](C)C)[C:30]2[CH:31]=[CH:32][CH:33]=[CH:34][C:29]=2N=N1.C(N(CC)C(C)C)(C)C.NC1C=CC=CC=1.